This data is from Reaction yield outcomes from USPTO patents with 853,638 reactions. The task is: Predict the reaction yield, written as a fraction of the theoretical maximum amount of product (1.0 means a 100% yield; for example, 0.34 means a 34% yield). (1) The reactants are [H-].[Na+].[Cl:3][C:4]1[CH:10]=[C:9]([Cl:11])[CH:8]=[CH:7][C:5]=1[NH2:6].Cl[C:13]1[C:18]([C:19]#[N:20])=[CH:17][N:16]=[C:15]2[C:21]3[CH:27]=[C:26]([N+:28]([O-:30])=[O:29])[CH:25]=[CH:24][C:22]=3[S:23][C:14]=12. The catalyst is CN(C)C=O. The product is [Cl:3][C:4]1[CH:10]=[C:9]([Cl:11])[CH:8]=[CH:7][C:5]=1[NH:6][C:13]1[C:18]([C:19]#[N:20])=[CH:17][N:16]=[C:15]2[C:21]3[CH:27]=[C:26]([N+:28]([O-:30])=[O:29])[CH:25]=[CH:24][C:22]=3[S:23][C:14]=12. The yield is 0.290. (2) The reactants are N1C=CC=CC=1.[F:7][C:8]1[CH:15]=[C:12]([CH:13]=O)[C:11]([OH:16])=[CH:10][CH:9]=1.Cl.[NH2:18][OH:19].Cl. The catalyst is C(O)C. The product is [F:7][C:8]1[CH:9]=[CH:10][C:11]([OH:16])=[C:12]([CH:15]=1)[CH:13]=[N:18][OH:19]. The yield is 0.970. (3) The reactants are Br[CH2:2][C:3]1[CH:4]=[N:5][C:6]2[C:11]([CH:12]=1)=[CH:10][CH:9]=[CH:8][CH:7]=2.[CH3:13][C:14]1[N:19]=[C:18]([SH:20])[N:17]=[C:16]([OH:21])[CH:15]=1.C(N(CC)CC)C. The catalyst is C(O)C. The product is [CH3:13][C:14]1[N:19]=[C:18]([S:20][CH2:2][C:3]2[CH:4]=[N:5][C:6]3[C:11]([CH:12]=2)=[CH:10][CH:9]=[CH:8][CH:7]=3)[N:17]=[C:16]([OH:21])[CH:15]=1. The yield is 0.990. (4) The reactants are [CH3:1][O:2][CH2:3][O:4][CH2:5][C:6]1[C:7]([S:14]([NH2:17])(=[O:16])=[O:15])=[C:8]([N+:11]([O-])=O)[S:9][CH:10]=1. The catalyst is C(O)(=O)C.[Fe]. The product is [NH2:11][C:8]1[S:9][CH:10]=[C:6]([CH2:5][O:4][CH2:3][O:2][CH3:1])[C:7]=1[S:14]([NH2:17])(=[O:15])=[O:16]. The yield is 0.620.